This data is from Full USPTO retrosynthesis dataset with 1.9M reactions from patents (1976-2016). The task is: Predict the reactants needed to synthesize the given product. (1) The reactants are: [C:1]([OH:10])(=[O:9])[C:2]1[C:3](=[CH:5][CH:6]=[CH:7][CH:8]=1)[NH2:4].[C:11](=[O:14])([O-])[O-].[Na+].[Na+].[C:17](Cl)(Cl)=O.C1(C)C=CC=CC=1. Given the product [CH3:17][C:7]1[CH:8]=[C:2]2[C:1]([O:10][C:11](=[O:14])[NH:4][C:3]2=[CH:5][CH:6]=1)=[O:9], predict the reactants needed to synthesize it. (2) Given the product [CH:4]1[C:5]2=[C:17]3[C:12]([C:11]4[C:6]2=[CH:7][CH:8]=[CH:9][CH:10]=4)=[CH:13][CH:14]=[CH:15][C:16]3=[C:2]([C:36]2[CH:35]=[CH:34][C:33]([C:25]3[N:24]([C:42]4[CH:47]=[CH:46][CH:45]=[CH:44][CH:43]=4)[C:28]4[CH:29]=[CH:30][CH:31]=[CH:32][C:27]=4[N:26]=3)=[CH:38][CH:37]=2)[CH:3]=1, predict the reactants needed to synthesize it. The reactants are: Br[C:2]1[CH:3]=[CH:4][C:5]2[C:6]3[C:11]([C:12]4[C:17]=2[C:16]=1[CH:15]=[CH:14][CH:13]=4)=[CH:10][CH:9]=[CH:8][CH:7]=3.C1([N:24]2[C:28]3[CH:29]=[CH:30][CH:31]=[CH:32][C:27]=3[N:26]=[C:25]2[C:33]2[CH:38]=[CH:37][C:36](B(O)O)=[CH:35][CH:34]=2)C=CC=CC=1.[C:42]1(C)[CH:47]=[CH:46][CH:45]=[CH:44][CH:43]=1.C(=O)([O-])[O-].[K+].[K+]. (3) The reactants are: [F:1][C:2]1[CH:7]=[CH:6][C:5]([C:8]2[CH:9]=[N:10][NH:11][C:12]=2[NH2:13])=[CH:4][CH:3]=1.O=[C:15]([C:22]1[CH:23]=[N:24][CH:25]=[CH:26][CH:27]=1)[CH2:16][C:17](OCC)=[O:18]. Given the product [F:1][C:2]1[CH:3]=[CH:4][C:5]([C:8]2[CH:9]=[N:10][N:11]3[C:17](=[O:18])[CH:16]=[C:15]([C:22]4[CH:23]=[N:24][CH:25]=[CH:26][CH:27]=4)[NH:13][C:12]=23)=[CH:6][CH:7]=1, predict the reactants needed to synthesize it.